Dataset: Forward reaction prediction with 1.9M reactions from USPTO patents (1976-2016). Task: Predict the product of the given reaction. (1) Given the reactants [CH3:1][O:2][C:3]([C@@H:5]1[CH2:10][CH2:9][CH2:8][CH2:7][C@H:6]1[C:11]([OH:13])=O)=[O:4].C(N(CC)C(C)C)(C)C.[F:23][C:24]1[CH:29]=[CH:28][C:27]([N:30]2[CH2:35][CH2:34][NH:33][CH2:32][CH2:31]2)=[CH:26][CH:25]=1.ON1C2C=CC=CC=2N=N1.Cl.CN(C)CCCN=C=NCC, predict the reaction product. The product is: [F:23][C:24]1[CH:25]=[CH:26][C:27]([N:30]2[CH2:35][CH2:34][N:33]([C:11]([C@@H:6]3[CH2:7][CH2:8][CH2:9][CH2:10][C@H:5]3[C:3]([O:2][CH3:1])=[O:4])=[O:13])[CH2:32][CH2:31]2)=[CH:28][CH:29]=1. (2) The product is: [CH3:21][O:20][C:13]1[CH:14]=[C:15]([O:18][CH3:19])[CH:16]=[CH:17][C:12]=1[CH2:11][N:9]1[CH2:10][C:6]2[C:5]([F:23])=[C:4]([NH:24][C@@H:25]3[CH2:30][CH2:29][CH2:28][CH2:27][C@@H:26]3[NH:31][C:32](=[O:38])[O:33][C:34]([CH3:37])([CH3:36])[CH3:35])[N:3]=[C:2]([C:49]3[CH:48]=[N:47][N:46]([CH3:45])[CH:50]=3)[C:7]=2[C:8]1=[O:22]. Given the reactants Cl[C:2]1[C:7]2[C:8](=[O:22])[N:9]([CH2:11][C:12]3[CH:17]=[CH:16][C:15]([O:18][CH3:19])=[CH:14][C:13]=3[O:20][CH3:21])[CH2:10][C:6]=2[C:5]([F:23])=[C:4]([NH:24][C@@H:25]2[CH2:30][CH2:29][CH2:28][CH2:27][C@@H:26]2[NH:31][C:32](=[O:38])[O:33][C:34]([CH3:37])([CH3:36])[CH3:35])[N:3]=1.C(=O)([O-])[O-].[Na+].[Na+].[CH3:45][N:46]1[CH:50]=[C:49](B2OC(C)(C)C(C)(C)O2)[CH:48]=[N:47]1.CCOC(C)=O, predict the reaction product. (3) Given the reactants [Cl:1][C:2]1[C:7]([F:8])=[CH:6][CH:5]=[C:4]([Cl:9])[C:3]=1[CH:10]([O:12][C:13]1[C:14]([NH2:30])=[N:15][CH:16]=[C:17]([C:19]2[CH:20]=[N:21][N:22]([CH:24]3[CH2:29][CH2:28][NH:27][CH2:26][CH2:25]3)[CH:23]=2)[CH:18]=1)[CH3:11].[CH3:31][S:32](Cl)(=[O:34])=[O:33], predict the reaction product. The product is: [Cl:1][C:2]1[C:7]([F:8])=[CH:6][CH:5]=[C:4]([Cl:9])[C:3]=1[CH:10]([O:12][C:13]1[C:14]([NH2:30])=[N:15][CH:16]=[C:17]([C:19]2[CH:20]=[N:21][N:22]([CH:24]3[CH2:29][CH2:28][N:27]([S:32]([CH3:31])(=[O:34])=[O:33])[CH2:26][CH2:25]3)[CH:23]=2)[CH:18]=1)[CH3:11]. (4) Given the reactants Br[C:2]1[CH:7]=[CH:6][N:5]=[C:4]([O:8][CH3:9])[CH:3]=1.C([Li])CCC.[C:15]1(=[O:21])[CH2:20][CH2:19][CH2:18][CH2:17][CH2:16]1, predict the reaction product. The product is: [CH3:9][O:8][C:4]1[N:5]=[CH:6][C:7]([C:15]2([OH:21])[CH2:20][CH2:19][CH2:18][CH2:17][CH2:16]2)=[CH:2][CH:3]=1. (5) The product is: [CH2:1]([O:5][CH2:6][CH2:7][O:8][C:9]1[CH:10]=[CH:11][C:12]([C:15]2[CH:20]=[CH:19][C:18]([N:21]3[CH2:25][CH2:24][CH2:23][CH2:22]3)=[C:17](/[CH:26]=[CH:27]/[C:28]([OH:30])=[O:29])[CH:16]=2)=[CH:13][CH:14]=1)[CH2:2][CH2:3][CH3:4]. Given the reactants [CH2:1]([O:5][CH2:6][CH2:7][O:8][C:9]1[CH:14]=[CH:13][C:12]([C:15]2[CH:20]=[CH:19][C:18]([N:21]3[CH2:25][CH2:24][CH2:23][CH2:22]3)=[C:17](/[CH:26]=[CH:27]/[C:28]([O:30]CC)=[O:29])[CH:16]=2)=[CH:11][CH:10]=1)[CH2:2][CH2:3][CH3:4].[OH-].[Na+].Cl, predict the reaction product.